From a dataset of NCI-60 drug combinations with 297,098 pairs across 59 cell lines. Regression. Given two drug SMILES strings and cell line genomic features, predict the synergy score measuring deviation from expected non-interaction effect. (1) Drug 1: CC1=C2C(C(=O)C3(C(CC4C(C3C(C(C2(C)C)(CC1OC(=O)C(C(C5=CC=CC=C5)NC(=O)C6=CC=CC=C6)O)O)OC(=O)C7=CC=CC=C7)(CO4)OC(=O)C)O)C)OC(=O)C. Drug 2: CC1=C(N=C(N=C1N)C(CC(=O)N)NCC(C(=O)N)N)C(=O)NC(C(C2=CN=CN2)OC3C(C(C(C(O3)CO)O)O)OC4C(C(C(C(O4)CO)O)OC(=O)N)O)C(=O)NC(C)C(C(C)C(=O)NC(C(C)O)C(=O)NCCC5=NC(=CS5)C6=NC(=CS6)C(=O)NCCC[S+](C)C)O. Cell line: SF-268. Synergy scores: CSS=20.6, Synergy_ZIP=-6.99, Synergy_Bliss=-2.35, Synergy_Loewe=0.788, Synergy_HSA=1.93. (2) Drug 1: CNC(=O)C1=CC=CC=C1SC2=CC3=C(C=C2)C(=NN3)C=CC4=CC=CC=N4. Drug 2: CCCCCOC(=O)NC1=NC(=O)N(C=C1F)C2C(C(C(O2)C)O)O. Cell line: SNB-75. Synergy scores: CSS=2.83, Synergy_ZIP=-1.31, Synergy_Bliss=-0.200, Synergy_Loewe=-1.04, Synergy_HSA=0.718. (3) Drug 1: CC1=CC2C(CCC3(C2CCC3(C(=O)C)OC(=O)C)C)C4(C1=CC(=O)CC4)C. Drug 2: COC1=NC(=NC2=C1N=CN2C3C(C(C(O3)CO)O)O)N. Cell line: SK-MEL-5. Synergy scores: CSS=-13.1, Synergy_ZIP=9.01, Synergy_Bliss=4.33, Synergy_Loewe=-10.8, Synergy_HSA=-9.59. (4) Drug 1: CC1=C(C=C(C=C1)NC2=NC=CC(=N2)N(C)C3=CC4=NN(C(=C4C=C3)C)C)S(=O)(=O)N.Cl. Drug 2: CN(CC1=CN=C2C(=N1)C(=NC(=N2)N)N)C3=CC=C(C=C3)C(=O)NC(CCC(=O)O)C(=O)O. Cell line: TK-10. Synergy scores: CSS=33.5, Synergy_ZIP=0.775, Synergy_Bliss=-2.25, Synergy_Loewe=-41.4, Synergy_HSA=-3.76. (5) Drug 1: CC1=C(C(CCC1)(C)C)C=CC(=CC=CC(=CC(=O)O)C)C. Drug 2: CC1=C(C(=O)C2=C(C1=O)N3CC4C(C3(C2COC(=O)N)OC)N4)N. Cell line: UACC62. Synergy scores: CSS=34.5, Synergy_ZIP=1.37, Synergy_Bliss=1.84, Synergy_Loewe=-20.2, Synergy_HSA=4.40. (6) Drug 1: C1CC(C1)(C(=O)O)C(=O)O.[NH2-].[NH2-].[Pt+2]. Drug 2: CCC1(C2=C(COC1=O)C(=O)N3CC4=CC5=C(C=CC(=C5CN(C)C)O)N=C4C3=C2)O.Cl. Cell line: ACHN. Synergy scores: CSS=39.4, Synergy_ZIP=2.62, Synergy_Bliss=4.11, Synergy_Loewe=-44.9, Synergy_HSA=-3.21. (7) Drug 1: CN1CCC(CC1)COC2=C(C=C3C(=C2)N=CN=C3NC4=C(C=C(C=C4)Br)F)OC. Drug 2: CC1=C(C(CCC1)(C)C)C=CC(=CC=CC(=CC(=O)O)C)C. Cell line: OVCAR-4. Synergy scores: CSS=7.14, Synergy_ZIP=-1.84, Synergy_Bliss=-1.02, Synergy_Loewe=-5.23, Synergy_HSA=-2.72. (8) Drug 1: CC1=C2C(C(=O)C3(C(CC4C(C3C(C(C2(C)C)(CC1OC(=O)C(C(C5=CC=CC=C5)NC(=O)OC(C)(C)C)O)O)OC(=O)C6=CC=CC=C6)(CO4)OC(=O)C)O)C)O. Drug 2: COCCOC1=C(C=C2C(=C1)C(=NC=N2)NC3=CC=CC(=C3)C#C)OCCOC.Cl. Cell line: MCF7. Synergy scores: CSS=11.4, Synergy_ZIP=2.91, Synergy_Bliss=0.0476, Synergy_Loewe=1.89, Synergy_HSA=1.57.